This data is from Reaction yield outcomes from USPTO patents with 853,638 reactions. The task is: Predict the reaction yield, written as a fraction of the theoretical maximum amount of product (1.0 means a 100% yield; for example, 0.34 means a 34% yield). (1) The reactants are [CH3:1][O:2][C:3]1[CH:4]=[C:5]([C:12]2[O:13][CH:14]=[C:15]([C:17]([O:19][CH3:20])=[O:18])[N:16]=2)[CH:6]=[CH:7][C:8]=1[N+:9]([O-])=O. The catalyst is [Pd].C(O)C. The product is [NH2:9][C:8]1[CH:7]=[CH:6][C:5]([C:12]2[O:13][CH:14]=[C:15]([C:17]([O:19][CH3:20])=[O:18])[N:16]=2)=[CH:4][C:3]=1[O:2][CH3:1]. The yield is 0.670. (2) The reactants are [Br:1][C:2]1[CH:7]=[CH:6][C:5]([C:8]2[CH:13]=[CH:12][C:11]([CH2:14][C:15](=[O:17])[CH3:16])=[CH:10][CH:9]=2)=[CH:4][CH:3]=1.[BH4-].[Na+]. The catalyst is C(O)C. The product is [Br:1][C:2]1[CH:3]=[CH:4][C:5]([C:8]2[CH:13]=[CH:12][C:11]([CH2:14][CH:15]([OH:17])[CH3:16])=[CH:10][CH:9]=2)=[CH:6][CH:7]=1. The yield is 0.990. (3) The reactants are [Br:1][C:2]1[CH:3]=[C:4]([OH:9])[CH:5]=[C:6]([Br:8])[CH:7]=1.Cl[CH:11]([F:13])[F:12]. The catalyst is CC(O)C.[OH-].[K+].O. The product is [Br:1][C:2]1[CH:3]=[C:4]([O:9][CH:11]([F:13])[F:12])[CH:5]=[C:6]([Br:8])[CH:7]=1. The yield is 0.800.